Dataset: Catalyst prediction with 721,799 reactions and 888 catalyst types from USPTO. Task: Predict which catalyst facilitates the given reaction. Reactant: [CH3:1][C:2]1[NH:3][CH:4]=[C:5]([C:7]([O:9][CH2:10][CH3:11])=[O:8])[N:6]=1.C(=O)([O-])[O-].[K+].[K+].[CH3:18][C@H:19]1[CH2:21][O:20]1. Product: [OH:20][C@@H:19]([CH3:21])[CH2:18][N:3]1[CH:4]=[C:5]([C:7]([O:9][CH2:10][CH3:11])=[O:8])[N:6]=[C:2]1[CH3:1]. The catalyst class is: 3.